This data is from Reaction yield outcomes from USPTO patents with 853,638 reactions. The task is: Predict the reaction yield, written as a fraction of the theoretical maximum amount of product (1.0 means a 100% yield; for example, 0.34 means a 34% yield). (1) The reactants are Br[C:2]1[CH:3]=[N:4][CH:5]=[C:6]([O:8][CH2:9][C@@H:10]2[CH2:13][CH2:12][N:11]2[C:14]([O:16][C:17]([CH3:20])([CH3:19])[CH3:18])=[O:15])[CH:7]=1.C(N(CC)CC)C.[CH3:28][Si:29]([C:32]#[CH:33])([CH3:31])[CH3:30].N#N. The catalyst is [Cu]I.Cl[Pd](Cl)([P](C1C=CC=CC=1)(C1C=CC=CC=1)C1C=CC=CC=1)[P](C1C=CC=CC=1)(C1C=CC=CC=1)C1C=CC=CC=1.C1(P(C2C=CC=CC=2)C2C=CC=CC=2)C=CC=CC=1.CCOC(C)=O.CCCCCC. The product is [C:17]([O:16][C:14]([N:11]1[CH2:12][CH2:13][C@H:10]1[CH2:9][O:8][C:6]1[CH:5]=[N:4][CH:3]=[C:2]([C:33]#[C:32][Si:29]([CH3:31])([CH3:30])[CH3:28])[CH:7]=1)=[O:15])([CH3:20])([CH3:19])[CH3:18]. The yield is 0.990. (2) The reactants are Cl[C:2]1[CH:11]=[CH:10][C:9]2[C:4](=[C:5]([C:12]3[NH:20][C:19]4[CH2:18][CH2:17][NH:16][C:15](=[O:21])[C:14]=4[CH:13]=3)[CH:6]=[CH:7][CH:8]=2)[N:3]=1.[F:22][C:23]1[CH:29]=[CH:28][CH:27]=[C:26]([F:30])[C:24]=1[NH2:25].CC(C1C=C(C(C)C)C(C2C(P(C3CCCCC3)C3CCCCC3)=C(OC)C=CC=2OC)=C(C(C)C)C=1)C. No catalyst specified. The product is [F:22][C:23]1[CH:29]=[CH:28][CH:27]=[C:26]([F:30])[C:24]=1[NH:25][C:2]1[CH:11]=[CH:10][C:9]2[C:4](=[C:5]([C:12]3[NH:20][C:19]4[CH2:18][CH2:17][NH:16][C:15](=[O:21])[C:14]=4[CH:13]=3)[CH:6]=[CH:7][CH:8]=2)[N:3]=1. The yield is 0.220. (3) The reactants are Cl.[CH2:2]1[CH2:6][O:5][C:4]2[CH:7]=[CH:8][C:9]3[CH2:10][CH2:11][C@@H:12]([CH2:14][CH2:15][NH2:16])[C:13]=3[C:3]1=2.O.[OH-].[Na+].[C:20](Cl)(=[O:23])[CH2:21][CH3:22]. The catalyst is O1CCCC1. The product is [CH2:2]1[CH2:6][O:5][C:4]2[CH:7]=[CH:8][C:9]3[CH2:10][CH2:11][C@@H:12]([CH2:14][CH2:15][NH:16][C:20](=[O:23])[CH2:21][CH3:22])[C:13]=3[C:3]1=2. The yield is 0.974.